Dataset: Retrosynthesis with 50K atom-mapped reactions and 10 reaction types from USPTO. Task: Predict the reactants needed to synthesize the given product. (1) The reactants are: Fc1ccc(-c2cccc3c(Cl)nccc23)cc1.Nc1cccc(-n2ccnc2)c1. Given the product Fc1ccc(-c2cccc3c(Nc4cccc(-n5ccnc5)c4)nccc23)cc1, predict the reactants needed to synthesize it. (2) Given the product ClCc1csc(-c2ccc(Cn3cnc4ccccc43)cc2)n1, predict the reactants needed to synthesize it. The reactants are: NC(=S)c1ccc(Cn2cnc3ccccc32)cc1.O=C(CCl)CCl. (3) Given the product CCCC(=O)c1cnc2c(C)cccc2c1Nc1ccccc1F, predict the reactants needed to synthesize it. The reactants are: CCCC(=O)c1cnc2c(C)cccc2c1Cl.Nc1ccccc1F. (4) Given the product Cc1ccc(-n2nccn2)c(C(=O)N2CCC[C@@H](C)[C@H]2CNc2ncc(F)cn2)c1, predict the reactants needed to synthesize it. The reactants are: Cc1ccc(-n2nccn2)c(C(=O)N2CCC[C@@H](C)[C@H]2CN)c1.Fc1cnc(Cl)nc1. (5) The reactants are: C[C@H]1CNC[C@@H](C)O1.O=C(c1cc(C(F)(F)F)cc(C(F)(F)F)c1)N1CCN(CC#CCCl)C[C@H]1Cc1ccc2ccccc2c1. Given the product C[C@H]1CN(CC#CCN2CCN(C(=O)c3cc(C(F)(F)F)cc(C(F)(F)F)c3)[C@H](Cc3ccc4ccccc4c3)C2)C[C@@H](C)O1, predict the reactants needed to synthesize it. (6) The reactants are: BrCC1CCC1.O=C(c1cccs1)c1cnn2c(-c3cccc(-c4nnn[nH]4)c3)ccnc12. Given the product O=C(c1cccs1)c1cnn2c(-c3cccc(-c4nnnn4CC4CCC4)c3)ccnc12, predict the reactants needed to synthesize it. (7) Given the product Nc1c(Cl)nc(Cc2ccc(F)cc2)nc1-c1ccc2c(c1)OCO2, predict the reactants needed to synthesize it. The reactants are: O=[N+]([O-])c1c(Cl)nc(Cc2ccc(F)cc2)nc1-c1ccc2c(c1)OCO2. (8) Given the product COC(=O)c1cc(Cl)ccc1NC(=O)COCC(=O)Nc1sc(C)c(-c2ccccc2)c1C(=O)O, predict the reactants needed to synthesize it. The reactants are: COC(=O)c1cc(Cl)ccc1NC(=O)COCC(=O)Nc1sc(C)c(-c2ccccc2)c1C(=O)OC(C)(C)C. (9) Given the product C=C1C=Cc2cc(C(=O)O)ccc2OC1, predict the reactants needed to synthesize it. The reactants are: C=C1C=Cc2cc(C(=O)OC)ccc2OC1.